Dataset: Forward reaction prediction with 1.9M reactions from USPTO patents (1976-2016). Task: Predict the product of the given reaction. (1) The product is: [Cl:16][C:17]1[CH:22]=[C:21]([C:23]2[C:27]([CH3:28])=[C:26]([O:29][CH3:30])[N:25]([CH3:31])[N:24]=2)[CH:20]=[CH:19][C:18]=1[O:32][CH2:2][C:3]1[CH:8]=[CH:7][CH:6]=[CH:5][C:4]=1[N:9]1[C:13](=[O:14])[N:12]([CH3:15])[N:11]=[N:10]1. Given the reactants Br[CH2:2][C:3]1[CH:8]=[CH:7][CH:6]=[CH:5][C:4]=1[N:9]1[C:13](=[O:14])[N:12]([CH3:15])[N:11]=[N:10]1.[Cl:16][C:17]1[CH:22]=[C:21]([C:23]2[C:27]([CH3:28])=[C:26]([O:29][CH3:30])[N:25]([CH3:31])[N:24]=2)[CH:20]=[CH:19][C:18]=1[OH:32].C(=O)([O-])[O-].[K+].[K+], predict the reaction product. (2) Given the reactants [Cl:1][C:2]1[N:11]=[CH:10][CH:9]=[C:8](I)[C:3]=1[C:4]([O:6][CH3:7])=[O:5].[C:13]([CH2:15][C:16]([O:18][C:19]([CH3:22])([CH3:21])[CH3:20])=[O:17])#[N:14].C([O-])([O-])=O.[K+].[K+], predict the reaction product. The product is: [C:19]([O:18][C:16](=[O:17])[CH:15]([C:8]1[C:3]([C:4]([O:6][CH3:7])=[O:5])=[C:2]([Cl:1])[N:11]=[CH:10][CH:9]=1)[C:13]#[N:14])([CH3:22])([CH3:21])[CH3:20].